From a dataset of Reaction yield outcomes from USPTO patents with 853,638 reactions. Predict the reaction yield, written as a fraction of the theoretical maximum amount of product (1.0 means a 100% yield; for example, 0.34 means a 34% yield). The reactants are Cl[C:2]1[CH:7]=[C:6]([O:8]C)[CH:5]=[CH:4][C:3]=1[C:10]([C:12]1[CH:17]=[CH:16][C:15]([Cl:18])=[CH:14][CH:13]=1)=[O:11].Br.CC(O)=[O:22]. No catalyst specified. The product is [Cl:18][C:15]1[CH:16]=[CH:17][C:12]([C:10]([C:3]2[CH:4]=[CH:5][C:6]([OH:8])=[CH:7][C:2]=2[OH:22])=[O:11])=[CH:13][CH:14]=1. The yield is 1.00.